This data is from Catalyst prediction with 721,799 reactions and 888 catalyst types from USPTO. The task is: Predict which catalyst facilitates the given reaction. (1) Reactant: [C:1]([O:5][C:6]([NH:8][C@@H:9]1[CH2:12][N:11](C(C2C=CC=CC=2)C2C=CC=CC=2)[C@H:10]1[CH2:26][CH3:27])=[O:7])([CH3:4])([CH3:3])[CH3:2].[H][H]. Product: [C:1]([O:5][C:6]([NH:8][C@@H:9]1[CH2:12][NH:11][C@H:10]1[CH2:26][CH3:27])=[O:7])([CH3:4])([CH3:3])[CH3:2]. The catalyst class is: 19. (2) Reactant: [CH3:1][O:2][C:3]1[CH:9]=[C:8]([O:10][CH3:11])[CH:7]=[CH:6][C:4]=1[NH2:5].[Cl:12][C:13]1[N:18]=[C:17](Cl)[C:16]([F:20])=[CH:15][N:14]=1.C(N(CC)C(C)C)(C)C. Product: [Cl:12][C:13]1[N:18]=[C:17]([NH:5][C:4]2[CH:6]=[CH:7][C:8]([O:10][CH3:11])=[CH:9][C:3]=2[O:2][CH3:1])[C:16]([F:20])=[CH:15][N:14]=1. The catalyst class is: 32. (3) Reactant: [Cl:1][C:2]1[CH:7]=[C:6]([F:8])[CH:5]=[CH:4][C:3]=1[CH:9]=[C:10]([C:15](=O)[CH2:16][CH2:17][N:18]1[CH2:22][CH2:21][S:20][CH2:19]1)[C:11]([O:13][CH3:14])=[O:12].Cl.[F:25][C:26]1[C:27]([C:33](=[NH:35])[NH2:34])=[N:28][CH:29]=[C:30]([F:32])[CH:31]=1.C([O-])(=O)C.[Na+]. Product: [Cl:1][C:2]1[CH:7]=[C:6]([F:8])[CH:5]=[CH:4][C:3]=1[CH:9]1[C:10]([C:11]([O:13][CH3:14])=[O:12])=[C:15]([CH2:16][CH2:17][N:18]2[CH2:22][CH2:21][S:20][CH2:19]2)[NH:35][C:33]([C:27]2[C:26]([F:25])=[CH:31][C:30]([F:32])=[CH:29][N:28]=2)=[N:34]1. The catalyst class is: 32.